Dataset: Catalyst prediction with 721,799 reactions and 888 catalyst types from USPTO. Task: Predict which catalyst facilitates the given reaction. (1) Reactant: [CH2:1]([N:3]1[CH:7]=[C:6]([C:8]2[C:13]3[C:14](=[O:17])[NH:15][CH2:16][C:12]=3[CH:11]=[C:10]([NH:18][C@@H:19]3[CH2:24][CH2:23][CH2:22][CH2:21][C@@H:20]3[NH:25]C(=O)OC(C)(C)C)[N:9]=2)[CH:5]=[N:4]1)[CH3:2].[B-](F)(F)(F)[F:34].[B-](F)(F)(F)F.C1[N+]2(CCl)CC[N+](F)(CC2)C1. Product: [NH2:25][C@H:20]1[CH2:21][CH2:22][CH2:23][CH2:24][C@H:19]1[NH:18][C:10]1[N:9]=[C:8]([C:6]2[CH:5]=[N:4][N:3]([CH2:1][CH3:2])[CH:7]=2)[C:13]2[C:14](=[O:17])[NH:15][CH2:16][C:12]=2[C:11]=1[F:34]. The catalyst class is: 2. (2) Reactant: [OH-].[Li+].C([O:5][C:6](=[O:31])[C:7]1[CH:12]=[CH:11][C:10]([C:13]2[CH2:17][C:16]([C:22]3[CH:27]=[C:26]([Cl:28])[CH:25]=[C:24]([Cl:29])[CH:23]=3)([C:18]([F:21])([F:20])[F:19])[O:15][N:14]=2)=[CH:9][C:8]=1[CH3:30])C.Cl. Product: [Cl:29][C:24]1[CH:23]=[C:22]([C:16]2([C:18]([F:20])([F:19])[F:21])[O:15][N:14]=[C:13]([C:10]3[CH:11]=[CH:12][C:7]([C:6]([OH:31])=[O:5])=[C:8]([CH3:30])[CH:9]=3)[CH2:17]2)[CH:27]=[C:26]([Cl:28])[CH:25]=1. The catalyst class is: 30. (3) Reactant: Cl[C:2]1[C:11]2[C:6](=[CH:7][CH:8]=[CH:9][CH:10]=2)[N:5]=[C:4]([C:12]([C:14]2[CH:19]=[CH:18][C:17]([F:20])=[CH:16][CH:15]=2)=[O:13])[N:3]=1.C(N(C(C)C)CC)(C)C.[CH3:30][C:31]1[NH:35][N:34]=[C:33]([NH2:36])[CH:32]=1.O. Product: [F:20][C:17]1[CH:18]=[CH:19][C:14]([C:12]([C:4]2[N:3]=[C:2]([NH:36][C:33]3[CH:32]=[C:31]([CH3:30])[NH:35][N:34]=3)[C:11]3[C:6](=[CH:7][CH:8]=[CH:9][CH:10]=3)[N:5]=2)=[O:13])=[CH:15][CH:16]=1. The catalyst class is: 3. (4) Reactant: [CH3:1][O:2][C:3]1[CH:4]=[C:5]([CH:15]=[CH:16][CH:17]=1)[CH2:6]P(=O)(OCC)OCC.C[O-].[Na+].C1OCCOCCOCCOCCOCCOC1.[Br:39][C:40]1[N:45]=[C:44]([CH:46]=O)[CH:43]=[CH:42][CH:41]=1. Product: [Br:39][C:40]1[CH:41]=[CH:42][CH:43]=[C:44](/[CH:46]=[CH:6]/[C:5]2[CH:15]=[CH:16][CH:17]=[C:3]([O:2][CH3:1])[CH:4]=2)[N:45]=1. The catalyst class is: 9.